From a dataset of Forward reaction prediction with 1.9M reactions from USPTO patents (1976-2016). Predict the product of the given reaction. Given the reactants [CH3:1][C:2]1[CH:3]=[CH:4][CH:5]=[C:6]2[C:11]=1[C:10]([CH:12]=O)=[CH:9][CH:8]=[CH:7]2.[Cl:14][C:15]1[CH:16]=[C:17]2[C:21](=[CH:22][CH:23]=1)[NH:20][C:19]([CH3:24])=[C:18]2[CH:25]1[CH2:30][CH2:29][NH:28][CH2:27][CH2:26]1, predict the reaction product. The product is: [Cl:14][C:15]1[CH:16]=[C:17]2[C:21](=[CH:22][CH:23]=1)[NH:20][C:19]([CH3:24])=[C:18]2[CH:25]1[CH2:30][CH2:29][N:28]([CH2:12][C:10]2[C:11]3[C:6](=[CH:5][CH:4]=[CH:3][C:2]=3[CH3:1])[CH:7]=[CH:8][CH:9]=2)[CH2:27][CH2:26]1.